From a dataset of Human Reference Interactome with 51,813 positive PPI pairs across 8,248 proteins, plus equal number of experimentally-validated negative pairs. Binary Classification. Given two protein amino acid sequences, predict whether they physically interact or not. (1) Protein 1 (ENSG00000141873) has sequence MVKLLVAKILCMVGVFFFMLLGSLLPVKIIETDFEKAHRSKKILSLCNTFGGGVFLATCFNALLPAVREKLQKVLSLGHISTDYPLAETILLLGFFMTVFLEQLILTFRKEKPSFIDLETFNAGSDVGSDSEYESPFMGGARGHALYVEPHGHGPSLSVQGLSRASPVRLLSLAFALSAHSVFEGLALGLQEEGEKVVSLFVGVAVHETLVAVALGISMARSAMPLRDAAKLAVTVSAMIPLGIGLGLGIESAQGVPGSVASVLLQGLAGGTFLFITFLEILAKELEEKSDRLLKVLFLV.... Protein 2 (ENSG00000136770) has sequence MTAPCSQPAQLPGRRQLGLVPFPPPPPRTPLLWLLLLLLAAVAPARGWESGDLELFDLVEEVQLNFYQFLGVQQDASSADIRKAYRKLSLTLHPDKNKDENAETQFRQLVAIYEVLKDDERRQRYDDILINGLPDWRQPVFYYRRVRKMSNAELALLLFIILTVGHYAVVWSIYLEKQLDELLSRKKREKKKKTGSKSVDVSKLGASEKNERLLMKPQWHDLLPCKLGIWFCLTLKALPHLIQDAGQFYAKYKETRLKEKEDALTRTELETLQKQKKVKKPKPEFPVYTPLETTYIQSYD.... Result: 0 (the proteins do not interact). (2) Protein 1 (ENSG00000128346) has sequence MASQKQMEVVTKGTGFRRRPKTITYTPGTCELLRVMMKESKLTNIQQRHIMDIMKRGDALPLQCSPTSSQRVLPSKQIASPIYLPPILAARPHLRPANMCQANGAYSREQFKPQATRDLEKEKQRLQNIFATGKDMEERKRKAPPARQKAPAPELDRFEELVKEIQERKEFLADMEALGQGKQYRGIILAEISQKLREMEDIDHRRSEELRKGLATT*MASQKQMEVVTKGTGFRRRPKTITYTPGTCELLRVMMKESKLTNIQQRHIMDIMKRGDALPLQCSPTSSQRVLPSKQIASPI.... Protein 2 (ENSG00000132849) has sequence MVQGGFPEKIRQRYADLPGELHIIELEKDKNGLGLSLAGNKDRSRMSIFVVGINPEGPAAADGRMRIGDELLEINNQILYGRSHQNASAIIKTAPSKVKLVFIRNEDAVNQMAVTPFPVPSSSPSSIEDQSGTEPISSEEDGSVEVGIKQLPESESFKLAVSQMKQQKYPTKVSFSSQEIPLAPASSYHSTDADFTGYGGFQAPLSVDPATCPIVPGQEMIIEISKGRSGLGLSIVGGKDTPLFWRLGSPRAWSQHLVRAFMLHHPVTEVEGQNAIVIHEVYEEGAAARDGRLWAGDQIL.... Result: 0 (the proteins do not interact). (3) Protein 1 (ENSG00000010810) has sequence MGCVQCKDKEATKLTEERDGSLNQSSGYRYGTDPTPQHYPSFGVTSIPNYNNFHAAGGQGLTVFGGVNSSSHTGTLRTRGGTGVTLFVALYDYEARTEDDLSFHKGEKFQILNSSEGDWWEARSLTTGETGYIPSNYVAPVDSIQAEEWYFGKLGRKDAERQLLSFGNPRGTFLIRESETTKGAYSLSIRDWDDMKGDHVKHYKIRKLDNGGYYITTRAQFETLQQLVQHYSGTWNGNTKVAIKTLKPGTMSPESFLEEAQIMKKLKHDKLVQLYAVVSEEPIYIVTEYMNKGSLLDFLK.... Protein 2 (ENSG00000080845) has sequence MKGLGDSRPRHLSDSLDPPHEPLFAGTDRNPYLLSPTEAFAREARFPGQNTLPGDGLFPLNNQLPPPSSTFPRIHYNSHFEVPEESPFPSHAQATKINRLPANLLDQFEKQLPIHRDGFSTLQFPRGEAKARGESPGRIRHLVHSVQRLFFTKAPSLEGTAGKVGGNGSKKGGMEDGKGRRAKSKERAKAGEPKRRSRSNISGWWSSDDNLDGEAGAFRSSGPASGLMTLGRQAERSQPRYFMHAYNTISGHMLKTTKNNTTELTAPPPPPAPPATCPSLGVGTDTNYVKRGSWSTLTLS.... Result: 1 (the proteins interact). (4) Protein 1 (ENSG00000154945) has sequence MNALLEQKEQQERLREAAALGDIREVQKLVESGVDVNSQNEVNGWTCLHWACKRNHGQVVSYLLKSGADKEILTTKGEMPVQLTSRREIRKIMGVEEEDDDDDDDDNLPQLKKESELPFVPNYLANPAFPFIYTPTAEDSAQMQNGGPSTPPASPPADGSPPLLPPGEPPLLGTFPRDHTSLALVQNGDVSAPSAILRTPESTKPGPVCQPPVSQSRSLFSSVPSKPPMSLEPQNGTYAGPAPAFQPFFFTGAFPFNMQELVLKVRIQNPSLRENDFIEIELDRQELTYQELLRVCCCEL.... Protein 2 (ENSG00000177294) has sequence MDEESELIQPQDQSCWAFLPDLCLCRVFWWLGDRDRSRAALVCRKWNQMMYSAELWRYRTITFSGRPSRVHASEVESAVWYVKKFGRYLEHLEVKFMNPYNAVLTKKFQVTMRGLLSCLSKSNNRLKSLSIQYLELDRLVWRNSIRSSFISSLSFFLKKMGKRLDYLNLKGARLTVEQGCQILDSLSYMRNENVISELNIEDYFSHHLAVYNSPQFKKTMSTFHNLVSLNLNYNCISDELLENLCENASTLRTINIKCHVHDPHGQVIWGMSWAKLARQATNLKVNFFFERIMKYERLAR.... Result: 0 (the proteins do not interact). (5) Protein 1 (ENSG00000204577) has sequence MTPALTALLCLGLSLGPRTRMQAGPFPKPTLWAEPGSVISWGSPVTIWCQGSLEAQEYQLDKEGSPEPWDRNNPLEPKNKARFSIPSMTQHHAGRYRCHYYSSAGWSEPSDPLELVMTGFYNKPTLSALPSPVVASGGNMTLRCGSQKGYHHFVLMKEGEHQLPRTLDSQQLHSGGFQALFPVGPVTPSHRWRFTCYYYYTNTPWVWSHPSDPLEILPSGVSRKPSLLTLQGPVLAPGQSLTLQCGSDVGYDRFVLYKEGERDFLQRPGQQPQAGLSQANFTLGPVSRSYGGQYRCYGAH.... Protein 2 (ENSG00000113460) has sequence MAATKRKRRGGFAVQAKKPKRNEIDAEPPAKRHATAEEVEEEERDRIPGPVCKGKWKNKERILIFSSRGINFRTRHLMQDLRMLMPHSKADTKMDRKDKLFVINEVCEMKNCNKCIYFEAKKKQDLYMWLSNSPHGPSAKFLVQNIHTLAELKMTGNCLKGSRPLLSFDPAFDELPHYALLKELLIQIFSTPRYHPKSQPFVDHVFTFTILDNRIWFRNFQIIEEDAALVEIGPRFVLNLIKIFQGSFGGPTLYENPHYQSPNMHRRVIRSITAAKYREKQQVKDVQKLRKKEPKTLLPH.... Result: 0 (the proteins do not interact). (6) Protein 1 (ENSG00000163687) has sequence MSRELAPLLLLLLSIHSALAMRICSFNVRSFGESKQEDKNAMDVIVKVIKRCDIILVMEIKDSNNRICPILMEKLNRNSRRGITYNYVISSRLGRNTYKEQYAFLYKEKLVSVKRSYHYHDYQDGDADVFSREPFVVWFQSPHTAVKDFVIIPLHTTPETSVKEIDELVEVYTDVKHRWKAENFIFMGDFNAGCSYVPKKAWKNIRLRTDPRFVWLIGDQEDTTVKKSTNCAYDRIVLRGQEIVSSVVPKSNSVFDFQKAYKLTEEEALDVSDHFPVEFKLQSSRAFTNSKKSVTLRKKT.... Protein 2 (ENSG00000125726) has sequence MPEEGSGCSVRRRPYGCVLRAALVPLVAGLVICLVVCIQRFAQAQQQLPLESLGWDVAELQLNHTGPQQDPRLYWQGGPALGRSFLHGPELDKGQLRIHRDGIYMVHIQVTLAICSSTTASRHHPTTLAVGICSPASRSISLLRLSFHQGCTIASQRLTPLARGDTLCTNLTGTLLPSRNTDETFFGVQWVRP*MPEEGSGCSVRRRPYGCVLRAALVPLVAGLVICLVVCIQRFAQAQQQLPLESLGWDVAELQLNHTGPQQDPRLYWQGGPALGRSFLHGPELDKGQLRIHRDGIYMV.... Result: 0 (the proteins do not interact). (7) Protein 1 (ENSG00000103343) has sequence MAAKMEITLSSNTEASSKQERHIIAKLEEKRGPPLQKNCPDPELCRQSFRRFCYQEVSGPQEALSQLRQLCRQWLQPELHTKEQILELLVMEQFLTILPPEIQARVRHRCPMSSKEIVTLVEDFHRASKKPKQWVAVCMQGQKVLLEKTGSQLGEQELPDFQPQTPRRDLRESSPAEPSQAGAYDRLSPHHWEKSPLLQEPTPKLAGTEAPRMRSDNKENPQQEGAKGAKPCAVSAGRSKGNGLQNPEPRGANMSEPRLSRRQVSSPNAQKPFAHYQRHCRVEYISSPLKSHPLRELKKS.... Protein 2 (ENSG00000124214) has sequence MKLGKKPMYKPVDPYSRMQSTYNYNMRGGAYPPRYFYPFPVPPLLYQVELSVGGQQFNGKGKTRQAAKHDAAAKALRILQNEPLPERLEVNGRESEEENLNKSEISQVFEIALKRNLPVNFESFPLKQVARESGPPHMKNFVTKVSVGEFVGEGEGKSKKISKKNAAIAVLEELKKLPPLPAVERVKPRIKKKTKPIVKPQTSPEYGQGINPISRLAQIQQAKKEKEPEYTLLTERGLPRRREFVMQVKVGNHTAEGTGTNKKVAKRNAAENMLEILGFKVPQAQPTKPALKSEEKTPIK.... Result: 0 (the proteins do not interact). (8) Protein 1 (ENSG00000079950) has sequence MSYTPGVGGDPAQLAQRISSNIQKITQCSVEIQRTLNQLGTPQDSPELRQQLQQKQQYTNQLAKETDKYIKEFGSLPTTPSEQRQRKIQKDRLVAEFTTSLTNFQKVQRQAAEREKEFVARVRASSRVSGSFPEDSSKERNLVSWESQTQPQVQVQDEEITEDDLRLIHERESSIRQLEADIMDINEIFKDLGMMIHEQGDVIDSIEANVENAEVHVQQANQQLSRAADYQKKDSCMLM*MSYTPGVGGDPAQLAQRISSNIQKITQCSVEIQRTLNQLGTPQDSPELRQQLQQKQQYTN.... Protein 2 (ENSG00000162601) has sequence MAAEEADVDIEGDVVAAAGAQPGSGENTASVLQKDHYLDSSWRTENGLIPWTLDNTISEENRAVIEKMLLEEEYYLSKKSQPEKVWLDQKEDDKKYMKSLQKTAKIMVHSPTKPASYSVKWTIEEKELFEQGLAKFGRRWTKISKLIGSRTVLQVKSYARQYFKNKVKCGLDKETPNQKTGHNLQVKNEDKGTKAWTPSCLRGRADPNLNAVKIEKLSDDEEVDITDEVDELSSQTPQKNSSSDLLLDFPNSKMHETNQGEFITSDSQEALFSKSSRGCLQNEKQDETLSSSEITLWTEK.... Result: 0 (the proteins do not interact).